From a dataset of Full USPTO retrosynthesis dataset with 1.9M reactions from patents (1976-2016). Predict the reactants needed to synthesize the given product. (1) Given the product [CH3:1][C:2]1([CH3:12])[C:10]2[C:5](=[CH:6][CH:7]=[C:8]([O:11][C:14]3[S:15][CH:16]=[C:17]([C:19]([O:21][CH2:22][CH3:23])=[O:20])[N:18]=3)[CH:9]=2)[CH2:4][CH2:3]1, predict the reactants needed to synthesize it. The reactants are: [CH3:1][C:2]1([CH3:12])[C:10]2[C:5](=[CH:6][CH:7]=[C:8]([OH:11])[CH:9]=2)[CH2:4][CH2:3]1.Cl[C:14]1[S:15][CH:16]=[C:17]([C:19]([O:21][CH2:22][CH3:23])=[O:20])[N:18]=1.CC1(C)C2C(=CC=C(OC3OC=C(C(OCC)=O)N=3)C=2)CC1. (2) Given the product [O:1]1[C:5]2=[CH:6][N:7]=[C:8]([C:10](=[O:12])[CH3:11])[CH:9]=[C:4]2[CH:3]=[CH:2]1, predict the reactants needed to synthesize it. The reactants are: [O:1]1[C:5]2=[CH:6][N:7]=[C:8]([CH:10]([OH:12])[CH3:11])[CH:9]=[C:4]2[CH:3]=[CH:2]1.CC1(C)N([O])C(C)(C)CCC1.C1(N(Cl)C(=O)N(Cl)C(=O)N1Cl)=O. (3) The reactants are: O1CCOC1C1[CH:11]=[CH:10][C:9]([C:12]2[C:21]([C:22]3[CH:27]=[CH:26][CH:25]=[CH:24][CH:23]=3)=[CH:20][C:19]3[C:14](=[N:15][CH:16]=[CH:17][CH:18]=3)[N:13]=2)=[CH:8][CH:7]=1.C(C1C(NC(=O)OC(C)(C)C)=[N:32]C=CC=1)=O.[ClH:44].C([O-])(O)=O.[Na+].O1[CH2:55][CH2:54]OCC1. Given the product [Cl-:44].[C:22]1([C:21]2[C:12]([C:9]3[CH:10]=[CH:11][C:54]([CH2:55][NH3+:32])=[CH:7][CH:8]=3)=[N:13][C:14]3[C:19]([CH:20]=2)=[CH:18][CH:17]=[CH:16][N:15]=3)[CH:27]=[CH:26][CH:25]=[CH:24][CH:23]=1, predict the reactants needed to synthesize it. (4) The reactants are: BrC1C=C(C([C:12]2([OH:22])[CH2:17][CH2:16][CH:15]([C:18]([CH3:21])([CH3:20])[CH3:19])[CH2:14][CH2:13]2)C(O)=O)C=CC=1.CN1CCNCC1. Given the product [C:18]([CH:15]1[CH2:14][CH2:13][CH:12]([OH:22])[CH2:17][CH2:16]1)([CH3:21])([CH3:19])[CH3:20], predict the reactants needed to synthesize it. (5) The reactants are: [CH3:1][O:2][C:3]1[C:8]2[CH2:9][CH2:10][C@@H:11]3[CH2:18][CH2:17][C@@H:16]([C:19]([O:21][N:22]=[C:23]([C:25]4[NH:26][CH:27]=[C:28]([CH3:30])[CH:29]=4)[NH2:24])=O)[CH2:15][N:12]3[C:13](=[O:14])[C:7]=2[CH:6]=[CH:5][CH:4]=1. Given the product [CH3:1][O:2][C:3]1[C:8]2=[CH:9][CH:10]=[C:11]3[CH2:18][CH2:17][C@@H:16]([C:19]4[O:21][N:22]=[C:23]([C:25]5[NH:26][CH:27]=[C:28]([CH3:30])[CH:29]=5)[N:24]=4)[CH2:15][N:12]3[C:13](=[O:14])[C@@H:7]2[CH2:6][CH2:5][CH:4]=1, predict the reactants needed to synthesize it. (6) Given the product [CH:1]1([C:4]2[NH:5][C:6]3[C:12]([CH:13]=[O:14])=[CH:11][CH:10]=[C:9]([O:15][CH3:16])[C:7]=3[N:8]=2)[CH2:2][CH2:3]1, predict the reactants needed to synthesize it. The reactants are: [CH:1]1([C:4]2[NH:5][C:6]3[C:12]([CH2:13][OH:14])=[CH:11][CH:10]=[C:9]([O:15][CH3:16])[C:7]=3[N:8]=2)[CH2:3][CH2:2]1. (7) Given the product [CH2:51]([C:48]1[CH:47]=[N:46][C:45]([N:32]([CH2:33][C:34]2[CH:35]=[CH:36][C:37]([O:40][C:41]([F:44])([F:43])[F:42])=[CH:38][CH:39]=2)[CH2:31][CH2:30][NH:29][S:28]([C:25]2[CH:24]=[CH:23][CH:22]=[C:21]3[C:26]=2[CH2:27][CH:19]([C:17]([OH:18])=[O:16])[CH2:20]3)(=[O:54])=[O:53])=[N:50][CH:49]=1)[CH3:52], predict the reactants needed to synthesize it. The reactants are: C1C2C(=CC=CC=2)CC1C(O)=O.[Li+].[OH-].C[O:16][C:17]([CH:19]1[CH2:27][C:26]2[C:21](=[CH:22][CH:23]=[CH:24][C:25]=2[S:28](=[O:54])(=[O:53])[NH:29][CH2:30][CH2:31][N:32]([C:45]2[N:50]=[CH:49][C:48]([CH2:51][CH3:52])=[CH:47][N:46]=2)[CH2:33][C:34]2[CH:39]=[CH:38][C:37]([O:40][C:41]([F:44])([F:43])[F:42])=[CH:36][CH:35]=2)[CH2:20]1)=[O:18]. (8) The reactants are: Cl[C:2]1[CH:3]=[CH:4][C:5]2[C:34]3[C:10](=[C:11]4[C:31](=[CH:32][CH:33]=3)[C:15]3[N:16]=[C:17]([C@@H:19]5[CH2:23][CH2:22][CH2:21][N:20]5[C:24]([O:26][C:27]([CH3:30])([CH3:29])[CH3:28])=[O:25])[NH:18][C:14]=3[CH:13]=[CH:12]4)[O:9][CH2:8][C:6]=2[CH:7]=1.[B:35]1([B:35]2[O:39][C:38]([CH3:41])([CH3:40])[C:37]([CH3:43])([CH3:42])[O:36]2)[O:39][C:38]([CH3:41])([CH3:40])[C:37]([CH3:43])([CH3:42])[O:36]1.CC(C1C=C(C(C)C)C(C2C=CC=CC=2P(C2CCCCC2)C2CCCCC2)=C(C(C)C)C=1)C.C([O-])(=O)C.[K+]. Given the product [CH3:42][C:37]1([CH3:43])[C:38]([CH3:41])([CH3:40])[O:39][B:35]([C:2]2[CH:3]=[CH:4][C:5]3[C:34]4[C:10](=[C:11]5[C:31](=[CH:32][CH:33]=4)[C:15]4[N:16]=[C:17]([C@@H:19]6[CH2:23][CH2:22][CH2:21][N:20]6[C:24]([O:26][C:27]([CH3:30])([CH3:29])[CH3:28])=[O:25])[NH:18][C:14]=4[CH:13]=[CH:12]5)[O:9][CH2:8][C:6]=3[CH:7]=2)[O:36]1, predict the reactants needed to synthesize it.